This data is from Orexin1 receptor HTS with 218,158 compounds and 233 confirmed actives. The task is: Binary Classification. Given a drug SMILES string, predict its activity (active/inactive) in a high-throughput screening assay against a specified biological target. (1) The molecule is O=C(N1CCCN(CC1)C(=O)/C=C\c1ccc(cc1)C)/C=C\c1ccc(cc1)C. The result is 0 (inactive). (2) The compound is O=C(NCCCN1CCN(CC1)CC)c1ccc(/C=c2\oc3c(n(Cc4cc(ccc4)C)c2=O)cccc3)cc1. The result is 0 (inactive). (3) The molecule is S1\C(C(=O)N(CC(OC(C)(C)C)=O)C1=O)=C/c1oc(c2cc(ccc2)C(O)=O)cc1. The result is 0 (inactive). (4) The compound is FC(F)(F)C(=O)/C=C\N(Cc1ccccc1)C. The result is 0 (inactive). (5) The drug is S(=O)(=O)(N1CC(CCC1)C(=O)Nc1cc2OCOc2cc1)c1c(noc1/C=C\N(C)C)C. The result is 0 (inactive).